From a dataset of Catalyst prediction with 721,799 reactions and 888 catalyst types from USPTO. Predict which catalyst facilitates the given reaction. (1) Reactant: [F-].C([N+](CCCC)(CCCC)CCCC)CCC.[Br:19][C:20]1[C:25]2[CH:26]=[C:27]([CH:29]3[CH2:33][CH2:32][O:31][CH2:30]3)[O:28][C:24]=2[C:23]([O:34][Si](C(C)(C)C)(C)C)=[CH:22][CH:21]=1. Product: [Br:19][C:20]1[C:25]2[CH:26]=[C:27]([CH:29]3[CH2:33][CH2:32][O:31][CH2:30]3)[O:28][C:24]=2[C:23]([OH:34])=[CH:22][CH:21]=1. The catalyst class is: 7. (2) Reactant: [Br:1][CH2:2][CH2:3][CH2:4][CH2:5][CH2:6][C:7](Cl)=[O:8].[NH2:10][C:11]1[S:15][C:14]([NH:16][C:17]2[CH:26]=[CH:25][C:24]3[C:19](=[CH:20][CH:21]=[CH:22][CH:23]=3)[CH:18]=2)=[N:13][C:12]=1[C:27]([NH2:29])=[O:28].N1C=CC=CC=1. Product: [Br:1][CH2:2][CH2:3][CH2:4][CH2:5][CH2:6][C:7]([NH:10][C:11]1[S:15][C:14]([NH:16][C:17]2[CH:26]=[CH:25][C:24]3[C:19](=[CH:20][CH:21]=[CH:22][CH:23]=3)[CH:18]=2)=[N:13][C:12]=1[C:27]([NH2:29])=[O:28])=[O:8]. The catalyst class is: 1.